Dataset: Full USPTO retrosynthesis dataset with 1.9M reactions from patents (1976-2016). Task: Predict the reactants needed to synthesize the given product. (1) The reactants are: [Li][CH:2](CC)C.C1CCCCC1.C[N:13]([CH2:15][CH2:16]N(C)C)C.Br[C:21]1[CH:29]=[CH:28][CH:27]=[C:26]([Si:30]([CH3:33])([CH3:32])[CH3:31])[C:22]=1[C:23]([OH:25])=O.CI.C(O)(=O)CC(CC(O)=O)(C(O)=O)O. Given the product [CH2:15]([NH:13][C:23](=[O:25])[C:22]1[C:26]([Si:30]([CH3:33])([CH3:32])[CH3:31])=[CH:27][CH:28]=[CH:29][C:21]=1[CH3:2])[CH3:16], predict the reactants needed to synthesize it. (2) Given the product [OH:1][C:2]1[CH:7]=[C:6]([OH:8])[CH:5]=[CH:4][C:3]=1[C:9]([CH3:14])=[CH:10][C:11]([N:46]1[CH2:45][CH2:44][CH2:43][O:42][C:41]1([CH3:40])[CH2:47][CH2:48][C:49]1[C:54]([CH3:56])([CH3:55])[CH2:53][CH2:52][CH2:51][C:50]=1[CH3:57])=[O:13], predict the reactants needed to synthesize it. The reactants are: [OH:1][C:2]1[CH:7]=[C:6]([OH:8])[CH:5]=[CH:4][C:3]=1[C:9]([CH3:14])=[CH:10][C:11]([OH:13])=O.C1CCC(N=C=NC2CCCCC2)CC1.C1C=CC2N(O)N=NC=2C=1.[CH3:40][C:41]1([CH2:47][CH2:48][C:49]2[C:54]([CH3:56])([CH3:55])[CH2:53][CH2:52][CH2:51][C:50]=2[CH3:57])[NH:46][CH2:45][CH2:44][CH2:43][O:42]1. (3) Given the product [Br:13][C:7]1[C:3]([C:4]([OH:6])=[O:5])=[C:2]([F:1])[C:10]([O:11][CH3:12])=[CH:9][CH:8]=1, predict the reactants needed to synthesize it. The reactants are: [F:1][C:2]1[C:10]([O:11][CH3:12])=[CH:9][CH:8]=[CH:7][C:3]=1[C:4]([OH:6])=[O:5].[Br:13]Br. (4) The reactants are: [NH:1]1[C:9]2[C:4](=[CH:5][CH:6]=[CH:7][CH:8]=2)[CH2:3][C:2]1=[O:10].[NH:11]1[C:15]2[CH:16]=[CH:17][C:18]([CH:20]=O)=[CH:19][C:14]=2[N:13]=[N:12]1.N1CCCCC1. Given the product [NH:11]1[C:15]2[CH:16]=[CH:17][C:18](/[CH:20]=[C:3]3/[C:2](=[O:10])[NH:1][C:9]4[C:4]/3=[CH:5][CH:6]=[CH:7][CH:8]=4)=[CH:19][C:14]=2[N:13]=[N:12]1, predict the reactants needed to synthesize it.